This data is from Merck oncology drug combination screen with 23,052 pairs across 39 cell lines. The task is: Regression. Given two drug SMILES strings and cell line genomic features, predict the synergy score measuring deviation from expected non-interaction effect. (1) Drug 1: CCC1=CC2CN(C1)Cc1c([nH]c3ccccc13)C(C(=O)OC)(c1cc3c(cc1OC)N(C)C1C(O)(C(=O)OC)C(OC(C)=O)C4(CC)C=CCN5CCC31C54)C2. Drug 2: CC(C)CC(NC(=O)C(Cc1ccccc1)NC(=O)c1cnccn1)B(O)O. Cell line: HCT116. Synergy scores: synergy=-23.7. (2) Drug 1: O=S1(=O)NC2(CN1CC(F)(F)F)C1CCC2Cc2cc(C=CCN3CCC(C(F)(F)F)CC3)ccc2C1. Drug 2: C=CCn1c(=O)c2cnc(Nc3ccc(N4CCN(C)CC4)cc3)nc2n1-c1cccc(C(C)(C)O)n1. Cell line: HCT116. Synergy scores: synergy=2.73. (3) Drug 1: CC1CC2C3CCC4=CC(=O)C=CC4(C)C3(F)C(O)CC2(C)C1(O)C(=O)CO. Drug 2: C#Cc1cccc(Nc2ncnc3cc(OCCOC)c(OCCOC)cc23)c1. Cell line: ZR751. Synergy scores: synergy=29.7. (4) Drug 1: N.N.O=C(O)C1(C(=O)O)CCC1.[Pt]. Drug 2: O=C(CCCCCCC(=O)Nc1ccccc1)NO. Cell line: ES2. Synergy scores: synergy=-3.36. (5) Drug 1: O=S1(=O)NC2(CN1CC(F)(F)F)C1CCC2Cc2cc(C=CCN3CCC(C(F)(F)F)CC3)ccc2C1. Drug 2: CCN(CC)CCNC(=O)c1c(C)[nH]c(C=C2C(=O)Nc3ccc(F)cc32)c1C. Cell line: SW837. Synergy scores: synergy=-4.98. (6) Drug 1: CC1(c2nc3c(C(N)=O)cccc3[nH]2)CCCN1. Drug 2: CCc1cnn2c(NCc3ccc[n+]([O-])c3)cc(N3CCCCC3CCO)nc12. Cell line: NCIH1650. Synergy scores: synergy=9.42. (7) Drug 1: COC1=C2CC(C)CC(OC)C(O)C(C)C=C(C)C(OC(N)=O)C(OC)C=CC=C(C)C(=O)NC(=CC1=O)C2=O. Drug 2: Cn1cc(-c2cnn3c(N)c(Br)c(C4CCCNC4)nc23)cn1. Cell line: NCIH23. Synergy scores: synergy=-11.0. (8) Drug 1: COC1CC2CCC(C)C(O)(O2)C(=O)C(=O)N2CCCCC2C(=O)OC(C(C)CC2CCC(OP(C)(C)=O)C(OC)C2)CC(=O)C(C)C=C(C)C(O)C(OC)C(=O)C(C)CC(C)C=CC=CC=C1C. Drug 2: COC1=C2CC(C)CC(OC)C(O)C(C)C=C(C)C(OC(N)=O)C(OC)C=CC=C(C)C(=O)NC(=CC1=O)C2=O. Cell line: SKMEL30. Synergy scores: synergy=42.5. (9) Cell line: SKOV3. Synergy scores: synergy=-2.26. Drug 1: CN(Cc1cnc2nc(N)nc(N)c2n1)c1ccc(C(=O)NC(CCC(=O)O)C(=O)O)cc1. Drug 2: CC(C)CC(NC(=O)C(Cc1ccccc1)NC(=O)c1cnccn1)B(O)O.